Dataset: Forward reaction prediction with 1.9M reactions from USPTO patents (1976-2016). Task: Predict the product of the given reaction. (1) Given the reactants [Cl:1][C:2]1[CH:7]=[CH:6][CH:5]=[CH:4][C:3]=1[CH:8]1[C:13]([C:14]#[N:15])=[C:12]([CH2:16]Br)[NH:11][C:10]2=[N:18][NH:19][CH:20]=[C:9]12.[NH:21]1[CH2:26][CH2:25][CH2:24][CH2:23][CH2:22]1, predict the reaction product. The product is: [ClH:1].[Cl:1][C:2]1[CH:7]=[CH:6][CH:5]=[CH:4][C:3]=1[CH:8]1[C:13]([C:14]#[N:15])=[C:12]([CH2:16][N:21]2[CH2:26][CH2:25][CH2:24][CH2:23][CH2:22]2)[NH:11][C:10]2=[N:18][NH:19][CH:20]=[C:9]12. (2) Given the reactants [Cl:1][C:2]1[C:3]([C:8]2[CH:9]=[C:10]3[C:14](=[CH:15][CH:16]=2)[N:13](C(OC(C)(C)C)=O)[N:12]=[C:11]3[NH:24][C:25]2[S:26][C:27]([CH2:30][C:31]#[N:32])=[CH:28][N:29]=2)=[N:4][CH:5]=[CH:6][CH:7]=1.FC(F)(F)C(O)=O, predict the reaction product. The product is: [Cl:1][C:2]1[C:3]([C:8]2[CH:9]=[C:10]3[C:14](=[CH:15][CH:16]=2)[NH:13][N:12]=[C:11]3[NH:24][C:25]2[S:26][C:27]([CH2:30][C:31]#[N:32])=[CH:28][N:29]=2)=[N:4][CH:5]=[CH:6][CH:7]=1. (3) Given the reactants FC(F)(F)C(O)=O.C(OC([N:15]1[CH2:20][CH2:19][N:18]2[C:21]([C:24]3[CH:29]=[CH:28][C:27]([O:30][CH3:31])=[CH:26][CH:25]=3)=[N:22][N:23]=[C:17]2[CH:16]1[C:32]1[O:36][N:35]=[C:34]([C:37]2[CH:42]=[CH:41][CH:40]=[C:39]([Cl:43])[CH:38]=2)[N:33]=1)=O)(C)(C)C, predict the reaction product. The product is: [Cl:43][C:39]1[CH:38]=[C:37]([C:34]2[N:33]=[C:32]([CH:16]3[NH:15][CH2:20][CH2:19][N:18]4[C:21]([C:24]5[CH:29]=[CH:28][C:27]([O:30][CH3:31])=[CH:26][CH:25]=5)=[N:22][N:23]=[C:17]34)[O:36][N:35]=2)[CH:42]=[CH:41][CH:40]=1. (4) The product is: [Cl:1][C:2]1[CH:3]=[C:4]([NH:9][CH:10]([C:12]([NH:22][C@@H:21]([C:15]2[CH:20]=[CH:19][CH:18]=[CH:17][CH:16]=2)[CH2:23][OH:24])=[O:14])[CH3:11])[CH:5]=[CH:6][C:7]=1[Cl:8]. Given the reactants [Cl:1][C:2]1[CH:3]=[C:4]([NH:9][CH:10]([C:12]([OH:14])=O)[CH3:11])[CH:5]=[CH:6][C:7]=1[Cl:8].[C:15]1([C@@H:21]([CH2:23][OH:24])[NH2:22])[CH:20]=[CH:19][CH:18]=[CH:17][CH:16]=1, predict the reaction product. (5) Given the reactants [CH3:1][O:2][C:3]1[CH:9]=[C:8]([O:10]C)[CH:7]=[CH:6][C:4]=1[NH2:5].C[O:13][C:14]1[CH:15]=[C:16]([CH:20]=[CH:21][C:22]=1[O:23]C)C(O)=O, predict the reaction product. The product is: [OH:10][C:8]1[CH:7]=[CH:6][C:4]2[N:5]=[C:1]([C:20]3[CH:21]=[C:22]([OH:23])[C:14]([OH:13])=[CH:15][CH:16]=3)[O:2][C:3]=2[CH:9]=1. (6) The product is: [CH:17]([OH:19])=[O:18].[NH2:70][C:62]12[CH2:68][CH:66]3[CH2:65][CH:64]([CH2:69][C:60]([NH:71][C:17]([C:13]4[N:8]5[CH:9]=[C:10]([CH3:12])[CH:11]=[C:6]([O:5][CH2:4][C:3]6[C:20]([F:24])=[CH:21][CH:22]=[CH:23][C:2]=6[F:1])[C:7]5=[N:15][C:14]=4[CH3:16])=[O:19])([CH2:67]3)[CH2:61]1)[CH2:63]2. Given the reactants [F:1][C:2]1[CH:23]=[CH:22][CH:21]=[C:20]([F:24])[C:3]=1[CH2:4][O:5][C:6]1[C:7]2[N:8]([C:13]([C:17]([OH:19])=[O:18])=[C:14]([CH3:16])[N:15]=2)[CH:9]=[C:10]([CH3:12])[CH:11]=1.CN(C(ON1N=NC2C=CC=NC1=2)=[N+](C)C)C.F[P-](F)(F)(F)(F)F.C(N(CC)C(C)C)(C)C.Cl.Cl.[C:60]12([NH2:71])[CH2:69][CH:64]3[CH2:65][CH:66]([CH2:68][C:62]([NH2:70])([CH2:63]3)[CH2:61]1)[CH2:67]2, predict the reaction product.